This data is from Peptide-MHC class I binding affinity with 185,985 pairs from IEDB/IMGT. The task is: Regression. Given a peptide amino acid sequence and an MHC pseudo amino acid sequence, predict their binding affinity value. This is MHC class I binding data. (1) The peptide sequence is NDTDVVNFV. The MHC is Mamu-A11 with pseudo-sequence Mamu-A11. The binding affinity (normalized) is 0.00605. (2) The peptide sequence is EVHYSGINY. The MHC is HLA-A30:01 with pseudo-sequence HLA-A30:01. The binding affinity (normalized) is 0.0847. (3) The MHC is HLA-A02:01 with pseudo-sequence HLA-A02:01. The peptide sequence is IEDDEIIWV. The binding affinity (normalized) is 0.0847. (4) The peptide sequence is TFHTMWHVTR. The MHC is HLA-A33:01 with pseudo-sequence HLA-A33:01. The binding affinity (normalized) is 0.808. (5) The peptide sequence is SFNCGGEFF. The MHC is HLA-B51:01 with pseudo-sequence HLA-B51:01. The binding affinity (normalized) is 0.0620. (6) The peptide sequence is RMDLGVPLL. The MHC is HLA-A02:17 with pseudo-sequence HLA-A02:17. The binding affinity (normalized) is 0.324.